Dataset: Forward reaction prediction with 1.9M reactions from USPTO patents (1976-2016). Task: Predict the product of the given reaction. Given the reactants S(Cl)([Cl:3])=O.[I:5][C:6]1[CH:7]=[C:8]([CH:12]=[CH:13][C:14]=1[CH3:15])[C:9](O)=[O:10], predict the reaction product. The product is: [I:5][C:6]1[CH:7]=[C:8]([CH:12]=[CH:13][C:14]=1[CH3:15])[C:9]([Cl:3])=[O:10].